This data is from Full USPTO retrosynthesis dataset with 1.9M reactions from patents (1976-2016). The task is: Predict the reactants needed to synthesize the given product. (1) Given the product [N:1]1([CH2:7][CH2:8][C:9]#[C:10][C:11]2[CH:12]=[C:13]([CH:16]=[CH:17][CH:18]=2)[CH2:14][N:19]2[CH2:24][CH2:23][CH:22]([OH:25])[CH2:21][CH2:20]2)[CH2:6][CH2:5][O:4][CH2:3][CH2:2]1, predict the reactants needed to synthesize it. The reactants are: [N:1]1([CH2:7][CH2:8][C:9]#[C:10][C:11]2[CH:12]=[C:13]([CH:16]=[CH:17][CH:18]=2)[CH:14]=O)[CH2:6][CH2:5][O:4][CH2:3][CH2:2]1.[NH:19]1[CH2:24][CH2:23][CH:22]([OH:25])[CH2:21][CH2:20]1. (2) Given the product [CH3:41][C:42]1[CH:48]=[C:47]([O:49][CH3:50])[C:46]([CH3:51])=[CH:45][C:43]=1[NH:44][C:1](=[O:3])[CH2:4][N:5]([CH2:25][C:26]1[O:27][CH:28]=[CH:29][CH:30]=1)[CH2:6][CH2:7][C:8]1[CH:13]=[CH:12][C:11]([S:14][C:15]([CH3:23])([CH3:24])[C:16]([O:18][C:19]([CH3:22])([CH3:21])[CH3:20])=[O:17])=[CH:10][CH:9]=1, predict the reactants needed to synthesize it. The reactants are: [C:1]([CH2:4][N:5]([CH2:25][C:26]1[O:27][CH:28]=[CH:29][CH:30]=1)[CH2:6][CH2:7][C:8]1[CH:13]=[CH:12][C:11]([S:14][C:15]([CH3:24])([CH3:23])[C:16]([O:18][C:19]([CH3:22])([CH3:21])[CH3:20])=[O:17])=[CH:10][CH:9]=1)([OH:3])=O.OC1C2N=NNC=2C=CC=1.[CH3:41][C:42]1[CH:48]=[C:47]([O:49][CH3:50])[C:46]([CH3:51])=[CH:45][C:43]=1[NH2:44].Cl.CN(C)CCCN=C=NCC. (3) Given the product [CH3:9][O:8][C:3]1[CH:4]=[CH:5][CH:6]=[CH:7][C:2]=1[C:14]1[CH:15]=[CH:16][C:11]([Cl:10])=[CH:12][CH:13]=1, predict the reactants needed to synthesize it. The reactants are: Br[C:2]1[CH:7]=[CH:6][CH:5]=[CH:4][C:3]=1[O:8][CH3:9].[Cl:10][C:11]1[CH:16]=[CH:15][C:14](B(O)O)=[CH:13][CH:12]=1.[F-].[K+]. (4) Given the product [CH2:15]([N:22]1[CH2:29][CH:28]2[O:30][CH:24]([CH2:25][N:26]([CH:2]([C:8]([O:10][CH2:11][CH3:12])=[O:9])[C:3]([O:5][CH2:6][CH3:7])=[O:4])[CH2:27]2)[CH2:23]1)[C:16]1[CH:17]=[CH:18][CH:19]=[CH:20][CH:21]=1, predict the reactants needed to synthesize it. The reactants are: Br[CH:2]([C:8]([O:10][CH2:11][CH3:12])=[O:9])[C:3]([O:5][CH2:6][CH3:7])=[O:4].Cl.Cl.[CH2:15]([N:22]1[CH2:29][CH:28]2[O:30][CH:24]([CH2:25][NH:26][CH2:27]2)[CH2:23]1)[C:16]1[CH:21]=[CH:20][CH:19]=[CH:18][CH:17]=1.C(=O)([O-])[O-].[K+].[K+]. (5) Given the product [CH:24]1([CH2:30][N:8]2[CH2:7][C:6]([CH3:19])([CH3:5])[C:15]3[C:10](=[CH:11][C:12]([N+:16]([O-:18])=[O:17])=[CH:13][CH:14]=3)[CH2:9]2)[CH2:29][CH2:28][CH2:27][CH2:26][CH2:25]1, predict the reactants needed to synthesize it. The reactants are: [B-]C#N.[Na+].[CH3:5][C:6]1([CH3:19])[C:15]2[C:10](=[CH:11][C:12]([N+:16]([O-:18])=[O:17])=[CH:13][CH:14]=2)[CH2:9][NH:8][CH2:7]1.C(O)(=O)C.[CH:24]1([CH:30]=O)[CH2:29][CH2:28][CH2:27][CH2:26][CH2:25]1.C(=O)(O)[O-].[Na+]. (6) Given the product [NH2:14][CH:10]1[CH2:9][N:8]([C:5]2[CH:6]=[CH:7][C:2]([Cl:1])=[C:3]([O:22][CH3:23])[CH:4]=2)[C:12](=[O:13])[CH2:11]1, predict the reactants needed to synthesize it. The reactants are: [Cl:1][C:2]1[CH:7]=[CH:6][C:5]([N:8]2[C:12](=[O:13])[CH2:11][CH:10]([NH:14]C(=O)OC(C)(C)C)[CH2:9]2)=[CH:4][C:3]=1[O:22][CH3:23].FC(F)(F)C(O)=O.[OH-].[Na+].